The task is: Predict which catalyst facilitates the given reaction.. This data is from Catalyst prediction with 721,799 reactions and 888 catalyst types from USPTO. (1) Reactant: [CH:1]([C:4]1[CH:9]=[CH:8][CH:7]=[CH:6][C:5]=1[OH:10])([CH3:3])[CH3:2].NC1C=CC=CN=1.S(Cl)([Cl:21])(=O)=O.O. Product: [Cl:21][C:8]1[CH:7]=[CH:6][C:5]([OH:10])=[C:4]([CH:1]([CH3:3])[CH3:2])[CH:9]=1. The catalyst class is: 11. (2) Reactant: [Si]([O:8][CH2:9]/[CH:10]=[CH:11]\[CH2:12][O:13][C:14]1[C:15]([O:34][CH3:35])=[CH:16][CH:17]=[C:18]2[C:23]=1[O:22][C:21](=[O:24])[CH:20]=[C:19]2[NH:25][C:26]1[C:31]([Cl:32])=[CH:30][N:29]=[CH:28][C:27]=1[Cl:33])(C(C)(C)C)(C)C.CCCC[N+](CCCC)(CCCC)CCCC.[F-]. Product: [Cl:33][C:27]1[CH:28]=[N:29][CH:30]=[C:31]([Cl:32])[C:26]=1[NH:25][C:19]1[C:18]2[C:23](=[C:14]([O:13][CH2:12]/[CH:11]=[CH:10]\[CH2:9][OH:8])[C:15]([O:34][CH3:35])=[CH:16][CH:17]=2)[O:22][C:21](=[O:24])[CH:20]=1. The catalyst class is: 6. (3) Reactant: Br[C:2]1[C:11]([O:12][CH3:13])=[CH:10][CH:9]=[C:8]2[C:3]=1[CH:4]=[CH:5][C:6]([S:14][CH3:15])=[N:7]2.[C:16]([Cu])#[N:17].O. Product: [C:16]([C:2]1[C:11]([O:12][CH3:13])=[CH:10][CH:9]=[C:8]2[C:3]=1[CH:4]=[CH:5][C:6]([S:14][CH3:15])=[N:7]2)#[N:17]. The catalyst class is: 3. (4) The catalyst class is: 24. Reactant: [Cl:1][C:2]1[C:3]([O:25][CH3:26])=[CH:4][C:5]([O:23][CH3:24])=[C:6]([CH2:8][CH2:9][C:10]2([CH:18]3[CH2:22][CH2:21][CH2:20][CH2:19]3)[O:15][C:14](=[O:16])[CH2:13][C:12](=[O:17])[CH2:11]2)[CH:7]=1.[CH3:27][C:28]1[CH:33]=[C:32]([CH3:34])[N:31]2[N:35]=[C:36]([CH:38]=O)[N:37]=[C:30]2[N:29]=1.B.CNC.Cl. Product: [Cl:1][C:2]1[C:3]([O:25][CH3:26])=[CH:4][C:5]([O:23][CH3:24])=[C:6]([CH2:8][CH2:9][C:10]2([CH:18]3[CH2:22][CH2:21][CH2:20][CH2:19]3)[O:15][C:14](=[O:16])[CH:13]([CH2:38][C:36]3[N:37]=[C:30]4[N:29]=[C:28]([CH3:27])[CH:33]=[C:32]([CH3:34])[N:31]4[N:35]=3)[C:12](=[O:17])[CH2:11]2)[CH:7]=1. (5) Product: [CH3:3][C:4]1[O:8][C:7]([C:9]2[CH:10]=[CH:11][CH:12]=[CH:13][CH:14]=2)=[N:6][C:5]=1[CH2:15][O:16][C:17]1[CH:18]=[CH:19][C:20]([CH2:21][O:22]/[N:23]=[C:24](\[C:34]2[CH:39]=[CH:38][CH:37]=[CH:36][CH:35]=2)/[CH2:25][CH2:26][CH2:27][CH2:28][C:29]([OH:31])=[O:30])=[CH:40][CH:41]=1. Reactant: [OH-].[Na+].[CH3:3][C:4]1[O:8][C:7]([C:9]2[CH:14]=[CH:13][CH:12]=[CH:11][CH:10]=2)=[N:6][C:5]=1[CH2:15][O:16][C:17]1[CH:41]=[CH:40][C:20]([CH2:21][O:22]/[N:23]=[C:24](\[C:34]2[CH:39]=[CH:38][CH:37]=[CH:36][CH:35]=2)/[CH2:25][CH2:26][CH2:27][CH2:28][C:29]([O:31]CC)=[O:30])=[CH:19][CH:18]=1.CO.Cl. The catalyst class is: 7.